This data is from Forward reaction prediction with 1.9M reactions from USPTO patents (1976-2016). The task is: Predict the product of the given reaction. (1) Given the reactants [CH:1]12[CH2:6][CH:5]1[CH2:4][N:3]([C:7]([C:9]1[C:13]([CH3:14])=[C:12]([C:15]3[CH:20]=[CH:19][C:18]([Cl:21])=[CH:17][CH:16]=3)[N:11]([CH3:22])[CH:10]=1)=[O:8])[CH2:2]2.[Br:23]N1C(=O)CCC1=O, predict the reaction product. The product is: [CH:5]12[CH2:6][CH:1]1[CH2:2][N:3]([C:7]([C:9]1[C:13]([CH3:14])=[C:12]([C:15]3[CH:20]=[CH:19][C:18]([Cl:21])=[CH:17][CH:16]=3)[N:11]([CH3:22])[C:10]=1[Br:23])=[O:8])[CH2:4]2. (2) Given the reactants Cl[C:2]1[C:11]2[C:6](=[CH:7][C:8]([O:14][CH2:15][CH2:16][N:17]3[CH2:22][CH2:21][N:20]([CH2:23][CH2:24][F:25])[CH2:19][CH2:18]3)=[C:9]([O:12][CH3:13])[CH:10]=2)[N:5]=[CH:4][N:3]=1.[OH:26][C:27]1[CH:28]=[C:29]2[C:33](=[N:34][CH:35]=1)[NH:32][CH:31]=[CH:30]2.C(=O)([O-])[O-].[K+].[K+], predict the reaction product. The product is: [NH:32]1[C:33]2[C:29](=[CH:28][C:27]([O:26][C:2]3[C:11]4[C:6](=[CH:7][C:8]([O:14][CH2:15][CH2:16][N:17]5[CH2:22][CH2:21][N:20]([CH2:23][CH2:24][F:25])[CH2:19][CH2:18]5)=[C:9]([O:12][CH3:13])[CH:10]=4)[N:5]=[CH:4][N:3]=3)=[CH:35][N:34]=2)[CH:30]=[CH:31]1. (3) Given the reactants Cl.[NH2:2][CH2:3][CH2:4][N:5]1[CH2:10][CH2:9][C:8]2[N:11]=[C:12]([C:14]([NH:16][C@@H:17]3[CH2:22][CH2:21][CH2:20][CH2:19][C@@H:18]3[NH:23][C:24]([C:26]3[NH:27][C:28]4[C:33]([CH:34]=3)=[CH:32][C:31]([Cl:35])=[CH:30][CH:29]=4)=[O:25])=[O:15])[S:13][C:7]=2[CH2:6]1.[CH3:36][S:37](Cl)(=[O:39])=[O:38], predict the reaction product. The product is: [ClH:35].[Cl:35][C:31]1[CH:32]=[C:33]2[C:28](=[CH:29][CH:30]=1)[NH:27][C:26]([C:24]([NH:23][C@@H:18]1[CH2:19][CH2:20][CH2:21][CH2:22][C@@H:17]1[NH:16][C:14]([C:12]1[S:13][C:7]3[CH2:6][N:5]([CH2:4][CH2:3][NH:2][S:37]([CH3:36])(=[O:39])=[O:38])[CH2:10][CH2:9][C:8]=3[N:11]=1)=[O:15])=[O:25])=[CH:34]2.